From a dataset of Catalyst prediction with 721,799 reactions and 888 catalyst types from USPTO. Predict which catalyst facilitates the given reaction. (1) Reactant: [C:1]([N:8]1[CH2:13][CH2:12][NH:11][CH2:10][CH2:9]1)([O:3][C:4]([CH3:7])([CH3:6])[CH3:5])=[O:2].C(N(CC)CC)C.[O:21]1[CH2:26][CH2:25][O:24][C:23]2[CH:27]=[C:28]([S:31](Cl)(=[O:33])=[O:32])[CH:29]=[CH:30][C:22]1=2. Product: [C:1]([N:8]1[CH2:9][CH2:10][N:11]([S:31]([C:28]2[CH:29]=[CH:30][C:22]3[O:21][CH2:26][CH2:25][O:24][C:23]=3[CH:27]=2)(=[O:32])=[O:33])[CH2:12][CH2:13]1)([O:3][C:4]([CH3:7])([CH3:6])[CH3:5])=[O:2]. The catalyst class is: 4. (2) Reactant: [C:1]1([C:16]2[CH:21]=[CH:20][CH:19]=[CH:18][CH:17]=2)[CH:6]=[CH:5][C:4]([CH2:7]P(=O)(OCC)OCC)=[CH:3][CH:2]=1.C1OCCOCCOCCOCCOC1.[OH-].[Na+].[Cl:39][C:40]1[CH:41]=[C:42]([CH:47]=[CH:48][C:49]=1[O:50][CH:51]1[CH2:56][CH2:55][C:54](=O)[CH2:53][CH2:52]1)[C:43]([O:45][CH3:46])=[O:44]. Product: [C:1]1([C:16]2[CH:17]=[CH:18][CH:19]=[CH:20][CH:21]=2)[CH:2]=[CH:3][C:4]([CH:7]=[C:54]2[CH2:55][CH2:56][CH:51]([O:50][C:49]3[CH:48]=[CH:47][C:42]([C:43]([O:45][CH3:46])=[O:44])=[CH:41][C:40]=3[Cl:39])[CH2:52][CH2:53]2)=[CH:5][CH:6]=1. The catalyst class is: 1. (3) Reactant: [CH:1]1([O:6][C:7](=[O:38])[C@@H:8]([NH:30][C:31]([O:33][C:34]([CH3:37])([CH3:36])[CH3:35])=[O:32])[CH2:9][CH2:10][O:11][C:12]2[CH:17]=[CH:16][C:15]([CH2:18][NH:19]C(OCC3C=CC=CC=3)=O)=[CH:14][CH:13]=2)[CH2:5][CH2:4][CH2:3][CH2:2]1. Product: [NH2:19][CH2:18][C:15]1[CH:14]=[CH:13][C:12]([O:11][CH2:10][CH2:9][C@@H:8]([C:7]([O:6][CH:1]2[CH2:2][CH2:3][CH2:4][CH2:5]2)=[O:38])[NH:30][C:31]([O:33][C:34]([CH3:37])([CH3:35])[CH3:36])=[O:32])=[CH:17][CH:16]=1. The catalyst class is: 29. (4) Reactant: [NH:1]1[CH2:5][CH2:4][CH:3]([C:6]2[CH:7]=[N:8][CH:9]=[CH:10][CH:11]=2)[CH2:2]1.CN(C(ON1N=NC2C=CC=CC1=2)=[N+](C)C)C.[B-](F)(F)(F)F.C(N(C(C)C)C(C)C)C.[C:43]1([C:49]2[C:53]([C:54](O)=[O:55])=[CH:52][O:51][N:50]=2)[CH:48]=[CH:47][CH:46]=[CH:45][CH:44]=1. Product: [C:43]1([C:49]2[C:53]([C:54]([N:1]3[CH2:5][CH2:4][CH:3]([C:6]4[CH:7]=[N:8][CH:9]=[CH:10][CH:11]=4)[CH2:2]3)=[O:55])=[CH:52][O:51][N:50]=2)[CH:44]=[CH:45][CH:46]=[CH:47][CH:48]=1. The catalyst class is: 3. (5) Reactant: [C:1]([C:5]1[C:6]([O:29][CH3:30])=[C:7](/[CH:20]=[CH:21]/[C:22]2[N:27]=[CH:26][C:25]([NH2:28])=[CH:24][CH:23]=2)[CH:8]=[C:9]([C:11]2[C:12]([O:18][CH3:19])=[N:13][CH:14]=[C:15]([F:17])[CH:16]=2)[CH:10]=1)([CH3:4])([CH3:3])[CH3:2].[F:31][C:32]([F:39])([F:38])[CH2:33][S:34](Cl)(=[O:36])=[O:35]. Product: [C:1]([C:5]1[C:6]([O:29][CH3:30])=[C:7](/[CH:20]=[CH:21]/[C:22]2[N:27]=[CH:26][C:25]([NH:28][S:34]([CH2:33][C:32]([F:39])([F:38])[F:31])(=[O:36])=[O:35])=[CH:24][CH:23]=2)[CH:8]=[C:9]([C:11]2[C:12]([O:18][CH3:19])=[N:13][CH:14]=[C:15]([F:17])[CH:16]=2)[CH:10]=1)([CH3:4])([CH3:2])[CH3:3]. The catalyst class is: 17. (6) Reactant: [N+:1]([C:4]1[CH:12]=[CH:11][C:7]([C:8]([OH:10])=[O:9])=[CH:6][CH:5]=1)([O-:3])=[O:2].C(=O)([O-])[O-].[K+].[K+].[CH2:19](Br)[C:20]1[CH:25]=[CH:24][CH:23]=[CH:22][CH:21]=1. Product: [N+:1]([C:4]1[CH:5]=[CH:6][C:7]([C:8]([O:10][CH2:19][C:20]2[CH:25]=[CH:24][CH:23]=[CH:22][CH:21]=2)=[O:9])=[CH:11][CH:12]=1)([O-:3])=[O:2]. The catalyst class is: 10. (7) Reactant: [Cl:1][C:2]1[C:7]([C:8]([O:10]CC)=[O:9])=[CH:6][N:5]=[C:4]2[NH:13][CH:14]=[CH:15][C:3]=12.[OH-].[Na+].Cl. Product: [Cl:1][C:2]1[C:7]([C:8]([OH:10])=[O:9])=[CH:6][N:5]=[C:4]2[NH:13][CH:14]=[CH:15][C:3]=12. The catalyst class is: 8. (8) Reactant: [CH3:1][C:2]1[C:10]2[C:5](=[C:6]([CH3:11])[CH:7]=[CH:8][CH:9]=2)[NH:4][C:3]=1[CH2:12][N:13]([CH3:18])[C:14](=[O:17])[CH:15]=[CH2:16].Br[C:20]1[CH:31]=[N:30][C:23]2[NH:24][C:25](=[O:29])[CH2:26][CH2:27][CH2:28][C:22]=2[CH:21]=1.CCN(C(C)C)C(C)C.CC1C=CC=CC=1P(C1C=CC=CC=1C)C1C=CC=CC=1C. Product: [CH3:1][C:2]1[C:10]2[C:5](=[C:6]([CH3:11])[CH:7]=[CH:8][CH:9]=2)[NH:4][C:3]=1[CH2:12][N:13]([CH3:18])[C:14](=[O:17])/[CH:15]=[CH:16]/[C:20]1[CH:31]=[N:30][C:23]2[NH:24][C:25](=[O:29])[CH2:26][CH2:27][CH2:28][C:22]=2[CH:21]=1. The catalyst class is: 416.